From a dataset of Full USPTO retrosynthesis dataset with 1.9M reactions from patents (1976-2016). Predict the reactants needed to synthesize the given product. Given the product [Cl:48][C:49]1[CH:54]=[C:53]([C:55]2([C:57]([F:60])([F:58])[F:59])[O:1][N:2]=[C:3]([C:4]3[C:12]4[N:8]([CH:9]=[CH:10][CH:11]=4)[C:7]([C:13]([O:15][CH2:16][CH3:17])=[O:14])=[CH:6][CH:5]=3)[CH2:56]2)[CH:52]=[C:51]([Cl:61])[CH:50]=1, predict the reactants needed to synthesize it. The reactants are: [OH:1]/[N:2]=[CH:3]/[C:4]1[C:12]2[N:8]([CH:9]=[CH:10][CH:11]=2)[C:7]([C:13]([O:15][CH2:16][CH3:17])=[O:14])=[CH:6][CH:5]=1.C(O)(=O)C.C(O)(=O)C.IC1C=CC=CC=1.C(OI(C1C=CC=CC=1)OC(=O)C)(=O)C.[Cl:48][C:49]1[CH:54]=[C:53]([C:55]([C:57]([F:60])([F:59])[F:58])=[CH2:56])[CH:52]=[C:51]([Cl:61])[CH:50]=1.